This data is from Forward reaction prediction with 1.9M reactions from USPTO patents (1976-2016). The task is: Predict the product of the given reaction. (1) Given the reactants Br[C:2]1[CH:23]=[CH:22][C:5]2[C:6]3[N:7]([CH:11]=[C:12]([C:14]4[N:18]([CH:19]([CH3:21])[CH3:20])[N:17]=[CH:16][N:15]=4)[N:13]=3)[CH2:8][CH2:9][O:10][C:4]=2[CH:3]=1.[C:24]([O:32][CH2:33][CH3:34])(=[O:31])[CH2:25][C:26]([O:28][CH2:29][CH3:30])=[O:27].C1(P(C2CCCCC2)C2C=CC=CC=2C2C=CC=CC=2N(C)C)CCCCC1.P([O-])([O-])([O-])=O.[K+].[K+].[K+], predict the reaction product. The product is: [CH:19]([N:18]1[C:14]([C:12]2[N:13]=[C:6]3[C:5]4[CH:22]=[CH:23][C:2]([CH:25]([C:26]([O:28][CH2:29][CH3:30])=[O:27])[C:24]([O:32][CH2:33][CH3:34])=[O:31])=[CH:3][C:4]=4[O:10][CH2:9][CH2:8][N:7]3[CH:11]=2)=[N:15][CH:16]=[N:17]1)([CH3:21])[CH3:20]. (2) Given the reactants [O:1]1[CH2:6][CH2:5][CH:4]([O:7][C:8]2[CH:15]=[CH:14][C:13](B3OC(C)(C)C(C)(C)O3)=[CH:12][C:9]=2[C:10]#[N:11])[CH2:3][CH2:2]1.Br[C:26]1[CH:31]=[CH:30][N:29]=[C:28]([Cl:32])[CH:27]=1.O.C(=O)([O-])[O-].[K+].[K+], predict the reaction product. The product is: [Cl:32][C:28]1[CH:27]=[C:26]([C:13]2[CH:14]=[CH:15][C:8]([O:7][CH:4]3[CH2:3][CH2:2][O:1][CH2:6][CH2:5]3)=[C:9]([CH:12]=2)[C:10]#[N:11])[CH:31]=[CH:30][N:29]=1. (3) Given the reactants [NH2:1][C:2]1[C:7]2[C:8]([C:18]([NH:20][CH3:21])=[O:19])=[C:9]([C:11]3[CH:16]=[CH:15][C:14]([F:17])=[CH:13][CH:12]=3)[O:10][C:6]=2[CH:5]=[CH:4][C:3]=1[C:22]1[CH:27]=[CH:26][CH:25]=[C:24]([C:28](=[O:39])[NH:29][C:30]([C:33]2[CH:38]=[CH:37][CH:36]=[CH:35][CH:34]=2)([CH3:32])[CH3:31])[CH:23]=1.[C:40](Cl)(=[O:42])[CH3:41], predict the reaction product. The product is: [C:40]([NH:1][C:2]1[C:7]2[C:8]([C:18]([NH:20][CH3:21])=[O:19])=[C:9]([C:11]3[CH:16]=[CH:15][C:14]([F:17])=[CH:13][CH:12]=3)[O:10][C:6]=2[CH:5]=[CH:4][C:3]=1[C:22]1[CH:27]=[CH:26][CH:25]=[C:24]([C:28](=[O:39])[NH:29][C:30]([C:33]2[CH:34]=[CH:35][CH:36]=[CH:37][CH:38]=2)([CH3:32])[CH3:31])[CH:23]=1)(=[O:42])[CH3:41]. (4) Given the reactants C1(C)C=CC=CC=1P(C1C=CC=CC=1C)C1C=CC=CC=1C.[CH:23]([C:25]1[CH:30]=[CH:29][C:28](B(O)O)=[CH:27][CH:26]=1)=[O:24].Br[C:35]1[C:40]2=[CH:41][CH:42]=[C:43]3[C:52]([CH:51]=[C:50]4[C:45]([CH:46]=[CH:47][CH:48]=[CH:49]4)=[CH:44]3)=[C:39]2[CH:38]=[CH:37][CH:36]=1.P([O-])([O-])([O-])=O.[K+].[K+].[K+], predict the reaction product. The product is: [CH:38]1[C:39]2=[C:52]3[C:43](=[CH:42][CH:41]=[C:40]2[C:35]([C:28]2[CH:29]=[CH:30][C:25]([CH:23]=[O:24])=[CH:26][CH:27]=2)=[CH:36][CH:37]=1)[CH:44]=[C:45]1[C:50]([CH:49]=[CH:48][CH:47]=[CH:46]1)=[CH:51]3. (5) Given the reactants [F:1][C:2]1[CH:3]=[C:4]([C:8]#[C:9][C:10]2[CH:11]=[CH:12][C:13]([C:16]([OH:18])=O)=[N:14][CH:15]=2)[CH:5]=[CH:6][CH:7]=1.CCN(C(C)C)C(C)C.[CH3:28][C:29]1([CH3:35])[CH2:34][O:33][CH2:32][CH2:31][NH:30]1.CN(C(ON1N=NC2C=CC=CC1=2)=[N+](C)C)C.[B-](F)(F)(F)F, predict the reaction product. The product is: [CH3:28][C:29]1([CH3:35])[CH2:34][O:33][CH2:32][CH2:31][N:30]1[C:16]([C:13]1[CH:12]=[CH:11][C:10]([C:9]#[C:8][C:4]2[CH:5]=[CH:6][CH:7]=[C:2]([F:1])[CH:3]=2)=[CH:15][N:14]=1)=[O:18]. (6) The product is: [NH2:1][C@@:2]1([C:10]2[CH:15]=[CH:14][CH:13]=[CH:12][C:11]=2[F:16])[CH2:6][O:5][CH2:4][C@H:3]1[C:7]([O:9][CH3:22])=[O:8]. Given the reactants [NH2:1][C@@:2]1([C:10]2[CH:15]=[CH:14][CH:13]=[CH:12][C:11]=2[F:16])[CH2:6][O:5][CH2:4][C@H:3]1[C:7]([OH:9])=[O:8].S(=O)(=O)(O)O.[CH3:22]O, predict the reaction product. (7) Given the reactants [CH3:1][C:2]1[N:3]=[C:4]([NH:19]C(=O)C)[S:5][C:6]=1[C:7]1[N:8]=[C:9]([NH:12][C:13]2[CH:14]=[N:15][CH:16]=[CH:17][CH:18]=2)[S:10][CH:11]=1.Cl.C([O-])(O)=O.[Na+], predict the reaction product. The product is: [CH3:1][C:2]1[N:3]=[C:4]([NH2:19])[S:5][C:6]=1[C:7]1[N:8]=[C:9]([NH:12][C:13]2[CH:14]=[N:15][CH:16]=[CH:17][CH:18]=2)[S:10][CH:11]=1. (8) Given the reactants C([O-])([O-])=O.[K+].[K+].[CH:7]1([SH:13])[CH2:12][CH2:11][CH2:10][CH2:9][CH2:8]1.F[C:15]1[CH:22]=[CH:21][CH:20]=[CH:19][C:16]=1[CH:17]=[O:18], predict the reaction product. The product is: [CH:7]1([S:13][C:15]2[CH:22]=[CH:21][CH:20]=[CH:19][C:16]=2[CH:17]=[O:18])[CH2:12][CH2:11][CH2:10][CH2:9][CH2:8]1.